Dataset: Forward reaction prediction with 1.9M reactions from USPTO patents (1976-2016). Task: Predict the product of the given reaction. (1) Given the reactants [CH:1]1[C:13]2[CH:12]([CH2:14][O:15][C:16]([N:18]3[CH2:23][CH2:22][C:21](=O)[CH2:20][CH2:19]3)=[O:17])[C:11]3[C:6](=[CH:7][CH:8]=[CH:9][CH:10]=3)[C:5]=2[CH:4]=[CH:3][CH:2]=1.[C:25]([O:29][C:30]([CH3:33])([CH3:32])[CH3:31])(=[O:28])[NH:26][NH2:27], predict the reaction product. The product is: [C:30]([O:29][C:25]([NH:26][N:27]=[C:21]1[CH2:20][CH2:19][N:18]([C:16]([O:15][CH2:14][CH:12]2[C:11]3[CH:10]=[CH:9][CH:8]=[CH:7][C:6]=3[C:5]3[C:13]2=[CH:1][CH:2]=[CH:3][CH:4]=3)=[O:17])[CH2:23][CH2:22]1)=[O:28])([CH3:33])([CH3:32])[CH3:31]. (2) Given the reactants FC(F)(F)C(O)=O.[Br:8][C:9]1[CH:17]=[C:16]2[C:12]([C:13]([CH3:19])([CH3:18])[CH2:14][CH2:15]2)=[CH:11][C:10]=1[O:20][C:21]1[S:22][CH:23]=[C:24]([C:26]([NH:28][C:29]2[C:30]([O:51][CH3:52])=[N:31][C:32]([NH:37][CH2:38][CH2:39][N:40]([CH:48]([CH3:50])[CH3:49])C(=O)OC(C)(C)C)=[N:33][C:34]=2[O:35][CH3:36])=[O:27])[N:25]=1, predict the reaction product. The product is: [Br:8][C:9]1[CH:17]=[C:16]2[C:12]([C:13]([CH3:18])([CH3:19])[CH2:14][CH2:15]2)=[CH:11][C:10]=1[O:20][C:21]1[S:22][CH:23]=[C:24]([C:26]([NH:28][C:29]2[C:30]([O:51][CH3:52])=[N:31][C:32]([NH:37][CH2:38][CH2:39][NH:40][CH:48]([CH3:49])[CH3:50])=[N:33][C:34]=2[O:35][CH3:36])=[O:27])[N:25]=1.[NH3:25]. (3) The product is: [CH3:1][O:2][C:3]1[CH:4]=[CH:5][C:6]([O:13][C:15]2[CH:20]=[CH:19][CH:18]=[CH:17][C:16]=2[N+:21]([O-:23])=[O:22])=[C:7]([C:8]([O:10][CH3:11])=[O:9])[CH:12]=1.[CH3:24][O:25][C:26]1[CH:39]=[CH:38][C:29]([O:30][C:31]2[CH:37]=[CH:36][CH:35]=[CH:34][C:32]=2[NH:33][C:6]([NH:44][C:45]2[S:46][CH:47]=[CH:48][N:49]=2)=[O:13])=[C:28]([C:40]([O:42][CH3:43])=[O:41])[CH:27]=1. Given the reactants [CH3:1][O:2][C:3]1[CH:12]=[C:7]([C:8]([O:10][CH3:11])=[O:9])[C:6]([OH:13])=[CH:5][CH:4]=1.F[C:15]1[CH:20]=[CH:19][CH:18]=[CH:17][C:16]=1[N+:21]([O-:23])=[O:22].[CH3:24][O:25][C:26]1[CH:39]=[CH:38][C:29]([O:30][C:31]2[CH:37]=[CH:36][CH:35]=[CH:34][C:32]=2[NH2:33])=[C:28]([C:40]([O:42][CH3:43])=[O:41])[CH:27]=1.[NH2:44][C:45]1[S:46][CH:47]=[CH:48][N:49]=1, predict the reaction product. (4) Given the reactants [OH:1][C:2]1[CH:10]=[CH:9][C:8]([S:11]([N:14]2[CH2:19][CH2:18][CH2:17][CH2:16][CH2:15]2)(=[O:13])=[O:12])=[CH:7][C:3]=1[C:4]([OH:6])=O.P(Cl)(Cl)Cl.C([C:27]1[CH:33]=[CH:32][C:30]([NH2:31])=[CH:29][CH:28]=1)(C)C, predict the reaction product. The product is: [OH:1][C:2]1[CH:10]=[CH:9][C:8]([S:11]([N:14]2[CH2:19][CH2:18][CH2:17][CH2:16][CH2:15]2)(=[O:13])=[O:12])=[CH:7][C:3]=1[C:4]([NH:31][C:30]1[CH:29]=[CH:28][C:27]([O:1][CH:2]([CH3:10])[CH3:3])=[CH:33][CH:32]=1)=[O:6]. (5) Given the reactants Cl.[F:2][CH:3]1[CH2:6][NH:5][CH2:4]1.[C:7]([O:11][C:12]([NH:14][C:15]1[O:23][C:22]2[C:17](=[N:18][CH:19]=[C:20]([CH:24]=O)[CH:21]=2)[C:16]=1[C:26]([NH:28][C:29]1[CH:30]=[N:31][CH:32]=[CH:33][C:34]=1[N:35]1[CH2:40][C@H:39]([C:41]([F:44])([F:43])[F:42])[CH2:38][C@H:37]([NH:45][C:46](=[O:52])[O:47][C:48]([CH3:51])([CH3:50])[CH3:49])[CH2:36]1)=[O:27])=[O:13])([CH3:10])([CH3:9])[CH3:8].CCN(C(C)C)C(C)C.C(O[BH-](OC(=O)C)OC(=O)C)(=O)C.[Na+], predict the reaction product. The product is: [C:7]([O:11][C:12]([NH:14][C:15]1[O:23][C:22]2[C:17](=[N:18][CH:19]=[C:20]([CH2:24][N:5]3[CH2:6][CH:3]([F:2])[CH2:4]3)[CH:21]=2)[C:16]=1[C:26]([NH:28][C:29]1[CH:30]=[N:31][CH:32]=[CH:33][C:34]=1[N:35]1[CH2:40][C@H:39]([C:41]([F:43])([F:42])[F:44])[CH2:38][C@H:37]([NH:45][C:46](=[O:52])[O:47][C:48]([CH3:51])([CH3:50])[CH3:49])[CH2:36]1)=[O:27])=[O:13])([CH3:9])([CH3:10])[CH3:8]. (6) Given the reactants N1[CH:6]=[CH:5][C:4]([C:7]2[N:11]3[CH2:12][CH2:13][CH2:14][NH:15][C:10]3=[N:9][N:8]=2)=[CH:3]C=1.Cl.C(Cl)(=O)C1C=CC=[N:20][CH:19]=1, predict the reaction product. The product is: [N:20]1[CH:19]=[CH:6][CH:5]=[C:4]([C:7]2[N:11]3[CH2:12][CH2:13][CH2:14][NH:15][C:10]3=[N:9][N:8]=2)[CH:3]=1. (7) The product is: [Cl:27][C:25]1[CH:26]=[C:21]([C:15]2[C:14]3[N:28]([CH2:29][C@H:30]4[CH2:35][CH2:34][C@H:33]([CH3:36])[CH2:32][CH2:31]4)[C:11]([N:6]([CH3:7])[CH2:5][C:4]([F:9])([F:8])[F:3])=[N:12][C:13]=3[CH:18]=[C:17]([C:19]#[N:20])[N:16]=2)[CH:22]=[N:23][CH:24]=1. Given the reactants [F-].[Cs+].[F:3][C:4]([F:9])([F:8])[CH2:5][NH:6][CH3:7].Br[C:11]1[N:28]([CH2:29][C@H:30]2[CH2:35][CH2:34][C@H:33]([CH3:36])[CH2:32][CH2:31]2)[C:14]2[C:15]([C:21]3[CH:22]=[N:23][CH:24]=[C:25]([Cl:27])[CH:26]=3)=[N:16][C:17]([C:19]#[N:20])=[CH:18][C:13]=2[N:12]=1, predict the reaction product.